This data is from Forward reaction prediction with 1.9M reactions from USPTO patents (1976-2016). The task is: Predict the product of the given reaction. Given the reactants [N:1]([C:4]1[CH:5]=[C:6]2[C:10](=[CH:11][CH:12]=1)[CH2:9][CH2:8][CH2:7]2)=[C:2]=[O:3].[CH3:13][CH:14]([CH3:37])[CH:15]([NH:20][C:21]([C:23]1[S:24][C:25]([C:28]2[CH:33]=[CH:32][C:31]([N+:34]([O-])=O)=[CH:30][CH:29]=2)=[CH:26][N:27]=1)=[O:22])[C:16]([O:18][CH3:19])=[O:17], predict the reaction product. The product is: [CH2:9]1[C:10]2[C:6](=[CH:5][C:4]([NH:1][C:2](=[O:3])[NH:34][C:31]3[CH:32]=[CH:33][C:28]([C:25]4[S:24][C:23]([C:21]([NH:20][C@@H:15]([CH:14]([CH3:37])[CH3:13])[C:16]([O:18][CH3:19])=[O:17])=[O:22])=[N:27][CH:26]=4)=[CH:29][CH:30]=3)=[CH:12][CH:11]=2)[CH2:7][CH2:8]1.